Predict the reaction yield, written as a fraction of the theoretical maximum amount of product (1.0 means a 100% yield; for example, 0.34 means a 34% yield). From a dataset of Reaction yield outcomes from USPTO patents with 853,638 reactions. (1) The reactants are F[C:2]1[CH:3]=[N:4][CH:5]=[CH:6][C:7]=1[N+:8]([O-:10])=[O:9].[C:11]([NH:18][C@H:19]1[CH2:24][CH2:23][CH2:22][NH:21][CH2:20]1)([O:13][C:14]([CH3:17])([CH3:16])[CH3:15])=[O:12].CCN(C(C)C)C(C)C. The catalyst is O1CCOCC1. The product is [N+:8]([C:7]1[CH:6]=[CH:5][N:4]=[CH:3][C:2]=1[N:21]1[CH2:22][CH2:23][CH2:24][C@H:19]([NH:18][C:11](=[O:12])[O:13][C:14]([CH3:16])([CH3:15])[CH3:17])[CH2:20]1)([O-:10])=[O:9]. The yield is 0.950. (2) The yield is 0.100. The catalyst is CCO.[Ni]. The reactants are [Cl:1][C:2]1[CH:7]=[CH:6][C:5]([N+:8]([O-])=O)=[CH:4][C:3]=1[CH2:11][S:12][C:13]1[N:18]=[C:17]([OH:19])[CH:16]=[C:15]([CH3:20])[N:14]=1.O.NN. The product is [ClH:1].[NH2:8][C:5]1[CH:6]=[CH:7][C:2]([Cl:1])=[C:3]([CH2:11][S:12][C:13]2[N:18]=[C:17]([OH:19])[CH:16]=[C:15]([CH3:20])[N:14]=2)[CH:4]=1. (3) The reactants are Cl.[OH:2][CH:3]([C:24]1[CH:29]=[CH:28][C:27]([O:30][CH2:31][CH2:32][N:33]2[CH2:38][CH2:37][CH2:36][CH2:35][CH2:34]2)=[CH:26][CH:25]=1)[C:4]1[C:13]([C:14]2[C:19]([F:20])=[CH:18][C:17]([F:21])=[CH:16][C:15]=2F)=[CH:12][CH:11]=[C:10]2[C:5]=1[CH:6]=[CH:7][C:8]([OH:23])=[CH:9]2.CC(C)([O-])C.[K+]. The catalyst is CN(C=O)C. The product is [F:21][C:17]1[CH:16]=[C:15]2[C:14](=[C:19]([F:20])[CH:18]=1)[C:13]1[C:4](=[C:5]3[C:10](=[CH:11][CH:12]=1)[CH:9]=[C:8]([OH:23])[CH:7]=[CH:6]3)[CH:3]([C:24]1[CH:25]=[CH:26][C:27]([O:30][CH2:31][CH2:32][N:33]3[CH2:34][CH2:35][CH2:36][CH2:37][CH2:38]3)=[CH:28][CH:29]=1)[O:2]2. The yield is 0.760. (4) The reactants are [CH3:1][O:2][C:3]([NH:5][C@H:6]([C:10]([N:12]1[C@H:17]([C:18]2[NH:22][C:21]3[C:23]4[C:28]([CH:29]=[CH:30][C:20]=3[N:19]=2)=[CH:27][C:26]2[C:31]3[C:36]([CH2:37][O:38][C:25]=2[CH:24]=4)=[CH:35][C:34]([C:39]2[NH:43][C:42]([C@@H:44]4[CH2:48][C@H:47]([CH2:49][O:50][CH3:51])[CH2:46][N:45]4C(OC(C)(C)C)=O)=[N:41][CH:40]=2)=[CH:33][CH:32]=3)[CH2:16][C@H:15]2[C@@H:13]1[CH2:14]2)=[O:11])[CH:7]([CH3:9])[CH3:8])=[O:4].Cl.[CH3:60][O:61][C:62]([NH:64][C@H:65]([C:69]1[CH:74]=[CH:73][CH:72]=[CH:71][CH:70]=1)[C:66]([OH:68])=O)=[O:63].CCN(C(C)C)C(C)C.CCOC(C(C#N)=NOC(N1CCOCC1)=[N+](C)C)=O.F[P-](F)(F)(F)(F)F. The catalyst is C(Cl)Cl.CO.CN(C=O)C.[Li+].[OH-]. The product is [CH3:60][O:61][C:62](=[O:63])[NH:64][C@H:65]([C:69]1[CH:74]=[CH:73][CH:72]=[CH:71][CH:70]=1)[C:66]([N:45]1[CH2:46][C@@H:47]([CH2:49][O:50][CH3:51])[CH2:48][C@H:44]1[C:42]1[NH:43][C:39]([C:34]2[CH:35]=[C:36]3[CH2:37][O:38][C:25]4[CH:24]=[C:23]5[C:28]([CH:29]=[CH:30][C:20]6[N:19]=[C:18]([C@@H:17]7[CH2:16][C@H:15]8[C@H:13]([CH2:14]8)[N:12]7[C:10](=[O:11])[C@@H:6]([NH:5][C:3]([O:2][CH3:1])=[O:4])[CH:7]([CH3:9])[CH3:8])[NH:22][C:21]=65)=[CH:27][C:26]=4[C:31]3=[CH:32][CH:33]=2)=[CH:40][N:41]=1)=[O:68]. The yield is 0.550. (5) The reactants are C[O:2][C:3]1[CH:16]=[CH:15][C:14]2[S:13][C:12]3[C:7](=[CH:8][CH:9]=[CH:10][CH:11]=3)[NH:6][C:5]=2[CH:4]=1.[Cl-].[NH+]1C=CC=CC=1.O. The catalyst is C(OCC)(=O)C. The product is [CH:4]1[C:5]2[NH:6][C:7]3[C:12](=[CH:11][CH:10]=[CH:9][CH:8]=3)[S:13][C:14]=2[CH:15]=[CH:16][C:3]=1[OH:2]. The yield is 0.530. (6) The reactants are [C:1]([NH:8][C@H:9]([C:18]([OH:20])=[O:19])[CH2:10][CH2:11][C:12]1[CH:17]=[CH:16][CH:15]=[CH:14][CH:13]=1)([O:3][C:4]([CH3:7])([CH3:6])[CH3:5])=[O:2].[Br:21][CH2:22][CH2:23][CH2:24]O. The product is [Br:21][CH2:22][CH2:23][CH2:24][O:19][C:18](=[O:20])[C@H:9]([CH2:10][CH2:11][C:12]1[CH:13]=[CH:14][CH:15]=[CH:16][CH:17]=1)[NH:8][C:1]([O:3][C:4]([CH3:6])([CH3:5])[CH3:7])=[O:2]. The catalyst is C(Cl)Cl. The yield is 0.790. (7) The reactants are [Cl:1][C:2]1[CH:3]=[C:4]([CH:25]=[CH:26][CH:27]=1)[C:5]([NH:7][C:8]1[C:9]([N:15]2[CH2:20][CH2:19][CH:18]([CH2:21][CH2:22][CH2:23]O)[CH2:17][CH2:16]2)=[N:10][CH:11]=[C:12]([Cl:14])[CH:13]=1)=[O:6].C1(P(C2C=CC=CC=2)C2C=CC=CC=2)C=CC=CC=1.C(Br)(Br)(Br)[Br:48]. The catalyst is C(Cl)Cl. The product is [Br:48][CH2:23][CH2:22][CH2:21][CH:18]1[CH2:19][CH2:20][N:15]([C:9]2[C:8]([NH:7][C:5](=[O:6])[C:4]3[CH:25]=[CH:26][CH:27]=[C:2]([Cl:1])[CH:3]=3)=[CH:13][C:12]([Cl:14])=[CH:11][N:10]=2)[CH2:16][CH2:17]1. The yield is 0.400.